The task is: Predict which catalyst facilitates the given reaction.. This data is from Catalyst prediction with 721,799 reactions and 888 catalyst types from USPTO. (1) Reactant: [CH3:1][C:2]1[N:3]=[N:4][N:5]([CH2:7][C:8]2[CH:22]=[C:21]([C:23]([F:26])([F:25])[F:24])[CH:20]=[CH:19][C:9]=2[O:10][CH2:11][C:12]([O:14]C(C)(C)C)=[O:13])[N:6]=1.C(O)(C(F)(F)F)=O. Product: [CH3:1][C:2]1[N:3]=[N:4][N:5]([CH2:7][C:8]2[CH:22]=[C:21]([C:23]([F:25])([F:24])[F:26])[CH:20]=[CH:19][C:9]=2[O:10][CH2:11][C:12]([OH:14])=[O:13])[N:6]=1. The catalyst class is: 2. (2) Reactant: [Br:1][C:2]1[CH:3]=[N:4][NH:5][CH:6]=1.[H-].[Na+].[C:9]([O:13][C:14]([N:16]1[CH2:21][CH2:20][CH:19](OS(C)(=O)=O)[CH2:18][CH2:17]1)=[O:15])([CH3:12])([CH3:11])[CH3:10].N1C=CC=N1. Product: [C:9]([O:13][C:14]([N:16]1[CH2:21][CH2:20][CH:19]([N:4]2[CH:3]=[C:2]([Br:1])[CH:6]=[N:5]2)[CH2:18][CH2:17]1)=[O:15])([CH3:12])([CH3:10])[CH3:11]. The catalyst class is: 18. (3) Reactant: [OH:1][C@H:2]([C:11]([CH3:31])([CH3:30])[C:12](=[O:29])[C@H:13]([CH3:28])[C@@H:14]([C:20]([O:22][CH2:23][C:24]([Cl:27])([Cl:26])[Cl:25])=[O:21])[C@@H:15]([CH3:19])[CH2:16][CH:17]=[CH2:18])[CH2:3][C:4]([O:6][C:7]([CH3:10])([CH3:9])[CH3:8])=[O:5].[CH2:32]([Si:34]([CH2:38][CH3:39])([CH2:36][CH3:37])Cl)[CH3:33].N1C=CN=C1.O. Product: [CH2:32]([Si:34]([CH2:38][CH3:39])([CH2:36][CH3:37])[O:1][C@H:2]([C:11]([CH3:30])([CH3:31])[C:12](=[O:29])[C@H:13]([CH3:28])[C@@H:14]([C:20]([O:22][CH2:23][C:24]([Cl:26])([Cl:27])[Cl:25])=[O:21])[C@@H:15]([CH3:19])[CH2:16][CH:17]=[CH2:18])[CH2:3][C:4]([O:6][C:7]([CH3:9])([CH3:10])[CH3:8])=[O:5])[CH3:33]. The catalyst class is: 9.